The task is: Predict the reactants needed to synthesize the given product.. This data is from Full USPTO retrosynthesis dataset with 1.9M reactions from patents (1976-2016). (1) Given the product [Cl:17][C:4]1[C:5](=[O:16])[N:6]([C:10]2[CH:15]=[CH:14][CH:13]=[CH:12][CH:11]=2)[N:7]([CH2:8][CH3:9])[C:3]=1[CH2:2][N:30]1[CH2:29][CH2:28][N:27]([C:22]2[CH:23]=[CH:24][CH:25]=[CH:26][C:21]=2[O:20][CH2:18][CH3:19])[CH2:32][CH2:31]1, predict the reactants needed to synthesize it. The reactants are: Br[CH2:2][C:3]1[N:7]([CH2:8][CH3:9])[N:6]([C:10]2[CH:15]=[CH:14][CH:13]=[CH:12][CH:11]=2)[C:5](=[O:16])[C:4]=1[Cl:17].[CH2:18]([O:20][C:21]1[CH:26]=[CH:25][CH:24]=[CH:23][C:22]=1[N:27]1[CH2:32][CH2:31][NH:30][CH2:29][CH2:28]1)[CH3:19]. (2) The reactants are: [CH3:1][O:2][C:3]1[CH:8]=[CH:7][C:6]([C:9](=[O:12])[CH2:10][CH3:11])=[C:5]([CH3:13])[CH:4]=1.[N:14](OCCC(C)C)=[O:15].Cl. Given the product [OH:15][N:14]=[C:10]([CH3:11])[C:9]([C:6]1[CH:7]=[CH:8][C:3]([O:2][CH3:1])=[CH:4][C:5]=1[CH3:13])=[O:12], predict the reactants needed to synthesize it. (3) Given the product [CH3:1][O:2][C:3]1[CH:38]=[CH:37][C:6]([CH2:7][N:8]([CH2:28][C:29]2[CH:34]=[CH:33][C:32]([O:35][CH3:36])=[CH:31][CH:30]=2)[C:9]2[C:14]([Cl:15])=[C:13]([N:16]3[CH2:26][CH2:25][C:19]4([C:23](=[O:24])[NH:22][CH2:21][CH2:20]4)[CH2:18][CH2:17]3)[C:12]([C:40]3[CH:41]=[CH:42][C:43]4[S:47](=[O:49])(=[O:48])[N:46]([CH2:60][CH3:61])[CH2:45][C:44]=4[CH:50]=3)=[CH:11][N:10]=2)=[CH:5][CH:4]=1, predict the reactants needed to synthesize it. The reactants are: [CH3:1][O:2][C:3]1[CH:38]=[CH:37][C:6]([CH2:7][N:8]([CH2:28][C:29]2[CH:34]=[CH:33][C:32]([O:35][CH3:36])=[CH:31][CH:30]=2)[C:9]2[C:14]([Cl:15])=[C:13]([N:16]3[CH2:26][CH2:25][C:19]4([C:23](=[O:24])[NH:22][CH2:21][CH2:20]4)[CH2:18][CH2:17]3)[C:12](Br)=[CH:11][N:10]=2)=[CH:5][CH:4]=1.Br[C:40]1[CH:41]=[CH:42][C:43]2[S:47](=[O:49])(=[O:48])[NH:46][CH2:45][C:44]=2[CH:50]=1.C(=O)([O-])[O-].[Na+].[Na+].C(Cl)Cl.[C:60](#N)[CH3:61]. (4) Given the product [NH2:1][C:2]1[CH:3]=[CH:4][C:5]([Br:13])=[C:6]2[C:10]=1[C:9](=[O:11])[NH:8][CH2:7]2, predict the reactants needed to synthesize it. The reactants are: [NH2:1][C:2]1[CH:3]=[CH:4][C:5]([Br:13])=[C:6]2[C:10]=1[C:9](=[O:11])[NH:8][CH:7]2O.FC(F)(F)C(O)=O.C([SiH](CC)CC)C.O. (5) Given the product [OH:2][C:1]1[CH:3]=[C:4]([OH:5])[CH:6]=[CH:7][C:8]=1[C:10]1[N:15]=[C:14]([C:16]2[CH:21]=[CH:20][C:19]([CH3:22])=[C:18]([CH3:23])[CH:17]=2)[N:13]=[C:12]([C:24]2[CH:29]=[CH:28][C:27]([CH3:30])=[C:26]([CH3:31])[CH:25]=2)[N:11]=1, predict the reactants needed to synthesize it. The reactants are: [C:1]1([CH:8]=[CH:7][CH:6]=[C:4]([OH:5])[CH:3]=1)[OH:2].Cl[C:10]1[N:15]=[C:14]([C:16]2[CH:21]=[CH:20][C:19]([CH3:22])=[C:18]([CH3:23])[CH:17]=2)[N:13]=[C:12]([C:24]2[CH:29]=[CH:28][C:27]([CH3:30])=[C:26]([CH3:31])[CH:25]=2)[N:11]=1. (6) Given the product [Br:1][C:2]1[CH:8]=[CH:7][C:5]([N:6]2[C:13](=[O:14])[CH:12]=[CH:11][C:10]2=[O:15])=[CH:4][C:3]=1[CH3:9], predict the reactants needed to synthesize it. The reactants are: [Br:1][C:2]1[CH:8]=[CH:7][C:5]([NH2:6])=[CH:4][C:3]=1[CH3:9].[C:10]1(=O)[O:15][C:13](=[O:14])[CH:12]=[CH:11]1. (7) Given the product [S:14]1[C:13]2[CH2:12][CH2:11][CH2:10][O:9][C:8]=2[CH:7]=[C:6]1[CH:2]=[O:1], predict the reactants needed to synthesize it. The reactants are: [O:1]1CCO[CH:2]1[C:6]1[S:14][C:13]2[CH2:12][CH2:11][CH2:10][O:9][C:8]=2[CH:7]=1.CC1C=CC(S(O)(=O)=O)=CC=1. (8) Given the product [C:32]1([CH3:37])[CH:33]=[CH:34][CH:35]=[CH:36][C:31]=1[N:29]1[CH:30]=[C:26]([CH2:24][NH:23][CH2:22][CH2:21][C:20]([NH:19][C:16]2[CH:17]=[CH:18][C:13]([C@H:10]3[CH2:9][CH2:8][C@H:7]([CH2:6][C:5]([OH:43])=[O:4])[CH2:12][CH2:11]3)=[CH:14][CH:15]=2)=[O:42])[C:27]([C:38]([F:41])([F:39])[F:40])=[N:28]1, predict the reactants needed to synthesize it. The reactants are: [OH-].[Na+].C[O:4][C:5](=[O:43])[CH2:6][C@H:7]1[CH2:12][CH2:11][C@H:10]([C:13]2[CH:18]=[CH:17][C:16]([NH:19][C:20](=[O:42])[CH2:21][CH2:22][NH:23][C:24]([C:26]3[C:27]([C:38]([F:41])([F:40])[F:39])=[N:28][N:29]([C:31]4[CH:36]=[CH:35][CH:34]=[CH:33][C:32]=4[CH3:37])[CH:30]=3)=O)=[CH:15][CH:14]=2)[CH2:9][CH2:8]1. (9) Given the product [Cl:24][CH2:19][C:16]1[CH:15]=[CH:14][C:13]([O:12][CH2:11][C:9]2[N:10]=[C:6]([C:2]3[O:1][CH:5]=[CH:4][CH:3]=3)[O:7][C:8]=2[CH3:21])=[N:18][CH:17]=1, predict the reactants needed to synthesize it. The reactants are: [O:1]1[CH:5]=[CH:4][CH:3]=[C:2]1[C:6]1[O:7][C:8]([CH3:21])=[C:9]([CH2:11][O:12][C:13]2[N:18]=[CH:17][C:16]([CH2:19]O)=[CH:15][CH:14]=2)[N:10]=1.S(Cl)([Cl:24])=O.